This data is from Catalyst prediction with 721,799 reactions and 888 catalyst types from USPTO. The task is: Predict which catalyst facilitates the given reaction. Reactant: [CH3:1][CH:2]([C:4]1[CH:9]=[CH:8][C:7]([C:10](=[CH2:14])[CH:11]([OH:13])[CH3:12])=[CH:6][CH:5]=1)[CH3:3]. Product: [CH3:3][CH:2]([C:4]1[CH:5]=[CH:6][C:7]([C:10](=[CH2:14])[C:11](=[O:13])[CH3:12])=[CH:8][CH:9]=1)[CH3:1]. The catalyst class is: 485.